From a dataset of NCI-60 drug combinations with 297,098 pairs across 59 cell lines. Regression. Given two drug SMILES strings and cell line genomic features, predict the synergy score measuring deviation from expected non-interaction effect. (1) Drug 1: CCC(=C(C1=CC=CC=C1)C2=CC=C(C=C2)OCCN(C)C)C3=CC=CC=C3.C(C(=O)O)C(CC(=O)O)(C(=O)O)O. Drug 2: C1=NC(=NC(=O)N1C2C(C(C(O2)CO)O)O)N. Cell line: HL-60(TB). Synergy scores: CSS=66.5, Synergy_ZIP=-2.73, Synergy_Bliss=-3.71, Synergy_Loewe=-13.4, Synergy_HSA=-3.48. (2) Drug 1: C1=CC=C(C=C1)NC(=O)CCCCCCC(=O)NO. Drug 2: C1=CN(C(=O)N=C1N)C2C(C(C(O2)CO)O)(F)F. Cell line: SW-620. Synergy scores: CSS=70.4, Synergy_ZIP=1.93, Synergy_Bliss=1.57, Synergy_Loewe=-5.07, Synergy_HSA=2.23. (3) Drug 1: CC(C)(C#N)C1=CC(=CC(=C1)CN2C=NC=N2)C(C)(C)C#N. Drug 2: N.N.Cl[Pt+2]Cl. Cell line: TK-10. Synergy scores: CSS=3.40, Synergy_ZIP=-4.60, Synergy_Bliss=2.06, Synergy_Loewe=-3.88, Synergy_HSA=-3.27. (4) Drug 1: C1=NC(=NC(=O)N1C2C(C(C(O2)CO)O)O)N. Drug 2: COC1=C2C(=CC3=C1OC=C3)C=CC(=O)O2. Cell line: MDA-MB-435. Synergy scores: CSS=25.1, Synergy_ZIP=2.21, Synergy_Bliss=2.94, Synergy_Loewe=-8.81, Synergy_HSA=0.535. (5) Drug 1: CC1CC2CCC3C(=C)CC(O3)CCC45CC6C(O4)C7C(O6)C(O5)C8C(O7)CCC(O8)CC(=O)CC9C(CC(C1=C)O2)OC(C9OC)CC(CN)O.CS(=O)(=O)O. Drug 2: CC1C(C(CC(O1)OC2CC(CC3=C2C(=C4C(=C3O)C(=O)C5=CC=CC=C5C4=O)O)(C(=O)C)O)N)O. Cell line: SR. Synergy scores: CSS=48.9, Synergy_ZIP=-6.78, Synergy_Bliss=-7.66, Synergy_Loewe=-0.617, Synergy_HSA=0.349. (6) Drug 1: C1C(C(OC1N2C=NC3=C2NC=NCC3O)CO)O. Drug 2: C1CCC(C(C1)N)N.C(=O)(C(=O)[O-])[O-].[Pt+4]. Cell line: UACC-257. Synergy scores: CSS=7.49, Synergy_ZIP=-2.50, Synergy_Bliss=1.29, Synergy_Loewe=-0.659, Synergy_HSA=2.04.